From a dataset of Full USPTO retrosynthesis dataset with 1.9M reactions from patents (1976-2016). Predict the reactants needed to synthesize the given product. The reactants are: [F:1][C:2]1[CH:3]=[C:4]([N:8]2[CH:12]=[CH:11][C:10]([C:13]([O:15]CC)=[O:14])=[N:9]2)[CH:5]=[CH:6][CH:7]=1.[Li+].[OH-].Cl. Given the product [F:1][C:2]1[CH:3]=[C:4]([N:8]2[CH:12]=[CH:11][C:10]([C:13]([OH:15])=[O:14])=[N:9]2)[CH:5]=[CH:6][CH:7]=1, predict the reactants needed to synthesize it.